From a dataset of Peptide-MHC class I binding affinity with 185,985 pairs from IEDB/IMGT. Regression. Given a peptide amino acid sequence and an MHC pseudo amino acid sequence, predict their binding affinity value. This is MHC class I binding data. (1) The peptide sequence is MPMYAIHKV. The MHC is HLA-B51:01 with pseudo-sequence HLA-B51:01. The binding affinity (normalized) is 0.349. (2) The peptide sequence is YTAVVPLVS. The MHC is HLA-A29:02 with pseudo-sequence HLA-A29:02. The binding affinity (normalized) is 0.00142. (3) The peptide sequence is AYMDRKSFK. The MHC is HLA-A03:01 with pseudo-sequence HLA-A03:01. The binding affinity (normalized) is 0.113. (4) The peptide sequence is MPRLSRNAA. The MHC is HLA-B15:01 with pseudo-sequence HLA-B15:01. The binding affinity (normalized) is 0.0847. (5) The peptide sequence is NVDNLIMIV. The MHC is HLA-A02:01 with pseudo-sequence HLA-A02:01. The binding affinity (normalized) is 0.525.